This data is from Reaction yield outcomes from USPTO patents with 853,638 reactions. The task is: Predict the reaction yield, written as a fraction of the theoretical maximum amount of product (1.0 means a 100% yield; for example, 0.34 means a 34% yield). (1) The reactants are [Br:1][C:2]1[CH:7]=[CH:6][C:5]([C:8]2[CH:13]=[CH:12][C:11]([OH:14])=[CH:10][CH:9]=2)=[CH:4][CH:3]=1.Br[CH2:16][CH2:17][CH2:18][CH2:19][CH2:20][CH2:21][CH2:22][CH3:23].C(=O)([O-])[O-].[K+].[K+]. The catalyst is CC(=O)CC. The product is [Br:1][C:2]1[CH:3]=[CH:4][C:5]([C:8]2[CH:13]=[CH:12][C:11]([O:14][CH2:16][CH2:17][CH2:18][CH2:19][CH2:20][CH2:21][CH2:22][CH3:23])=[CH:10][CH:9]=2)=[CH:6][CH:7]=1. The yield is 0.660. (2) The reactants are C([O:7][CH2:8][C:9]([F:15])([F:14])[S:10]([O-:13])(=[O:12])=[O:11])(=O)C(C)(C)C.[C:16]1([S+:22]([C:29]2[CH:34]=[CH:33][CH:32]=[CH:31][CH:30]=2)[C:23]2[CH:28]=[CH:27][CH:26]=[CH:25][CH:24]=2)[CH:21]=[CH:20][CH:19]=[CH:18][CH:17]=1.C[O-].[Na+].Cl. The catalyst is CO. The product is [F:14][C:9]([F:15])([S:10]([O-:13])(=[O:12])=[O:11])[CH2:8][OH:7].[C:29]1([S+:22]([C:16]2[CH:17]=[CH:18][CH:19]=[CH:20][CH:21]=2)[C:23]2[CH:28]=[CH:27][CH:26]=[CH:25][CH:24]=2)[CH:30]=[CH:31][CH:32]=[CH:33][CH:34]=1. The yield is 0.990. (3) The reactants are Br[C:2]1[CH:7]=[CH:6][CH:5]=[CH:4][N:3]=1.[Br:8][C:9]1[CH:10]=[C:11](B(O)O)[CH:12]=[CH:13][CH:14]=1.C(=O)([O-])[O-].[K+].[K+].C(COC)OC. The catalyst is C([O-])(=O)C.[Pd+2].C([O-])(=O)C.C1(P(C2C=CC=CC=2)C2C=CC=CC=2)C=CC=CC=1.O. The product is [Br:8][C:9]1[CH:14]=[C:13]([C:2]2[CH:7]=[CH:6][CH:5]=[CH:4][N:3]=2)[CH:12]=[CH:11][CH:10]=1. The yield is 0.760.